From a dataset of Catalyst prediction with 721,799 reactions and 888 catalyst types from USPTO. Predict which catalyst facilitates the given reaction. (1) Reactant: [CH:1]1([O:6][C:7]2[N:15]=[C:14]3[C:10]([N:11]=[CH:12][N:13]3C3CCCO3)=[C:9]([NH2:21])[N:8]=2)[CH2:5][CH2:4][CH2:3][CH2:2]1.C(Cl)Cl.C([SiH](CC)CC)C. Product: [CH:1]1([O:6][C:7]2[N:15]=[C:14]3[C:10]([N:11]=[CH:12][NH:13]3)=[C:9]([NH2:21])[N:8]=2)[CH2:2][CH2:3][CH2:4][CH2:5]1. The catalyst class is: 55. (2) Reactant: [F:1][C:2]1[CH:11]=[C:10]([F:12])[CH:9]=[CH:8][C:3]=1[O:4][CH2:5][CH2:6]O.C1(P(C2C=CC=CC=2)C2C=CC=CC=2)C=CC=CC=1.C(Br)(Br)(Br)[Br:33].N#N. Product: [Br:33][CH2:6][CH2:5][O:4][C:3]1[CH:8]=[CH:9][C:10]([F:12])=[CH:11][C:2]=1[F:1]. The catalyst class is: 91.